Dataset: Forward reaction prediction with 1.9M reactions from USPTO patents (1976-2016). Task: Predict the product of the given reaction. (1) Given the reactants Br[C:2]1[CH:3]=[CH:4][C:5]([N+:8]([O-:10])=[O:9])=[N:6][CH:7]=1.[C:11]([O:19][CH2:20][C:21]1[CH:26]=[CH:25][CH:24]=[CH:23][CH:22]=1)(=[O:18])[CH2:12][C:13]([O:15][CH2:16][CH3:17])=[O:14].C([O-])([O-])=O.[K+].[K+], predict the reaction product. The product is: [N+:8]([C:5]1[N:6]=[CH:7][C:2]([CH:12]([C:13]([O:15][CH2:16][CH3:17])=[O:14])[C:11]([O:19][CH2:20][C:21]2[CH:22]=[CH:23][CH:24]=[CH:25][CH:26]=2)=[O:18])=[CH:3][CH:4]=1)([O-:10])=[O:9]. (2) Given the reactants [C:1]([O:5][C:6]([NH:8][C:9]1[CH:10]=[C:11]([C:15]([NH:17][C:18]2[N:19]=[C:20]([C:24]([NH:26][C:27]3[CH:28]=[C:29]([C:33]([NH:35][C:36]4[CH:37]=[C:38]([C:42]([OH:44])=O)[N:39]([CH3:41])[CH:40]=4)=[O:34])[N:30]([CH3:32])[CH:31]=3)=[O:25])[N:21]([CH3:23])[CH:22]=2)=[O:16])[N:12]([CH3:14])[CH:13]=1)=[O:7])([CH3:4])([CH3:3])[CH3:2].Cl.[N:46]1[CH:51]=[CH:50][CH:49]=[CH:48][C:47]=1[S:52][S:53][CH2:54][CH2:55][NH2:56].CCN(C(C)C)C(C)C.C(Cl)CCl, predict the reaction product. The product is: [CH3:14][N:12]1[C:11]([C:15](=[O:16])[NH:17][C:18]2[N:19]=[C:20]([C:24](=[O:25])[NH:26][C:27]3[CH:28]=[C:29]([C:33](=[O:34])[NH:35][C:36]4[CH:37]=[C:38]([C:42](=[O:44])[NH:56][CH2:55][CH2:54][S:53][S:52][C:47]5[CH:48]=[CH:49][CH:50]=[CH:51][N:46]=5)[N:39]([CH3:41])[CH:40]=4)[N:30]([CH3:32])[CH:31]=3)[N:21]([CH3:23])[CH:22]=2)=[CH:10][C:9]([NH:8][C:6](=[O:7])[O:5][C:1]([CH3:2])([CH3:3])[CH3:4])=[CH:13]1.